From a dataset of Forward reaction prediction with 1.9M reactions from USPTO patents (1976-2016). Predict the product of the given reaction. (1) Given the reactants [CH2:1]([O:3][C:4]1[C:27]([O:28][CH3:29])=[CH:26][C:7]2[C:8]([C:17]3[CH:25]=[CH:24][C:20]([C:21]([OH:23])=O)=[CH:19][CH:18]=3)=[N:9][C@H:10]3[C@@H:15]([C:6]=2[CH:5]=1)[CH2:14][N:13]([CH3:16])[CH2:12][CH2:11]3)[CH3:2].[CH2:30]([O:37][CH2:38][C@@H:39]([NH2:41])[CH3:40])[C:31]1[CH:36]=[CH:35][CH:34]=[CH:33][CH:32]=1, predict the reaction product. The product is: [CH2:30]([O:37][CH2:38][C@@H:39]([NH:41][C:21](=[O:23])[C:20]1[CH:24]=[CH:25][C:17]([C:8]2[C:7]3[CH:26]=[C:27]([O:28][CH3:29])[C:4]([O:3][CH2:1][CH3:2])=[CH:5][C:6]=3[C@@H:15]3[C@@H:10]([CH2:11][CH2:12][N:13]([CH3:16])[CH2:14]3)[N:9]=2)=[CH:18][CH:19]=1)[CH3:40])[C:31]1[CH:36]=[CH:35][CH:34]=[CH:33][CH:32]=1. (2) The product is: [OH:1][C:2]1[C:9]([N+:14]([O-:16])=[O:15])=[CH:8][C:5]([CH:6]=[O:7])=[CH:4][C:3]=1[O:10][CH2:11][CH2:12][OH:13]. Given the reactants [OH:1][C:2]1[CH:9]=[CH:8][C:5]([CH:6]=[O:7])=[CH:4][C:3]=1[O:10][CH2:11][CH2:12][OH:13].[N+:14]([O-])([OH:16])=[O:15].CCO, predict the reaction product. (3) Given the reactants [C:1]([C:3]1[CH:8]=[CH:7][C:6]([CH:9]([CH3:31])[C:10]([NH:12][CH2:13][C:14]2[C:15]([C:24]3[CH:25]=[C:26]([CH3:30])[CH:27]=[CH:28][CH:29]=3)=[N:16][C:17]([C:20]([F:23])([F:22])[F:21])=[CH:18][CH:19]=2)=[O:11])=[CH:5][CH:4]=1)#[N:2].[BH4-].[Na+], predict the reaction product. The product is: [NH2:2][CH2:1][C:3]1[CH:4]=[CH:5][C:6]([CH:9]([CH3:31])[C:10]([NH:12][CH2:13][C:14]2[C:15]([C:24]3[CH:25]=[C:26]([CH3:30])[CH:27]=[CH:28][CH:29]=3)=[N:16][C:17]([C:20]([F:23])([F:21])[F:22])=[CH:18][CH:19]=2)=[O:11])=[CH:7][CH:8]=1. (4) Given the reactants [C:1]([N:4]1[CH2:9][CH2:8][CH:7]([N:10]2[CH:14]=[C:13]([C:15]3[CH:20]=[CH:19][N:18]=[C:17]([NH:21]C(C)(C)C)[CH:16]=3)[C:12]([C:26]3[C:27]([F:47])=[C:28]([N:32](COC)[S:33]([C:36]4[CH:41]=[C:40]([F:42])[CH:39]=[CH:38][C:37]=4[F:43])(=[O:35])=[O:34])[CH:29]=[CH:30][CH:31]=3)=[N:11]2)[CH2:6][CH2:5]1)(=[O:3])[CH3:2], predict the reaction product. The product is: [C:1]([N:4]1[CH2:5][CH2:6][CH:7]([N:10]2[CH:14]=[C:13]([C:15]3[CH:20]=[CH:19][N:18]=[C:17]([NH2:21])[CH:16]=3)[C:12]([C:26]3[C:27]([F:47])=[C:28]([NH:32][S:33]([C:36]4[CH:41]=[C:40]([F:42])[CH:39]=[CH:38][C:37]=4[F:43])(=[O:34])=[O:35])[CH:29]=[CH:30][CH:31]=3)=[N:11]2)[CH2:8][CH2:9]1)(=[O:3])[CH3:2].